This data is from Full USPTO retrosynthesis dataset with 1.9M reactions from patents (1976-2016). The task is: Predict the reactants needed to synthesize the given product. (1) Given the product [C:1]([O:5][C:6]([N:8]1[CH2:12][C@H:11]([O:13][C:18]2[C:27]3[C:22](=[CH:23][CH:24]=[CH:25][CH:26]=3)[C:21]([O:28][CH3:29])=[CH:20][N:19]=2)[CH2:10][C@H:9]1[C:14]([OH:16])=[O:15])=[O:7])([CH3:4])([CH3:2])[CH3:3], predict the reactants needed to synthesize it. The reactants are: [C:1]([O:5][C:6]([N:8]1[CH2:12][C@H:11]([OH:13])[CH2:10][C@H:9]1[C:14]([OH:16])=[O:15])=[O:7])([CH3:4])([CH3:3])[CH3:2].Cl[C:18]1[C:27]2[C:22](=[CH:23][CH:24]=[CH:25][CH:26]=2)[C:21]([O:28][CH3:29])=[CH:20][N:19]=1.CC([O-])(C)C.[K+]. (2) Given the product [O:24]([CH2:23][C:15]1[CH:16]=[C:17]2[C:18](=[O:19])[NH:9][CH2:10][CH2:11][CH2:12][N:13]2[N:14]=1)[C:25]1[CH:30]=[CH:29][CH:28]=[CH:27][CH:26]=1, predict the reactants needed to synthesize it. The reactants are: Cl.C(OC([NH:9][CH2:10][CH2:11][CH2:12][N:13]1[C:17]([C:18](OCC)=[O:19])=[CH:16][C:15]([CH2:23][O:24][C:25]2[CH:30]=[CH:29][CH:28]=[CH:27][CH:26]=2)=[N:14]1)=O)(C)(C)C.C([O-])([O-])=O.[Na+].[Na+].